Dataset: CYP2C19 inhibition data for predicting drug metabolism from PubChem BioAssay. Task: Regression/Classification. Given a drug SMILES string, predict its absorption, distribution, metabolism, or excretion properties. Task type varies by dataset: regression for continuous measurements (e.g., permeability, clearance, half-life) or binary classification for categorical outcomes (e.g., BBB penetration, CYP inhibition). Dataset: cyp2c19_veith. (1) The compound is COc1ccc(NC(=O)CCNS(=O)(=O)c2ccc3c(c2)CCC(=O)N3)cc1. The result is 0 (non-inhibitor). (2) The drug is FC(F)(F)c1ccccc1-c1nccc(NCc2ccccc2)n1. The result is 1 (inhibitor). (3) The drug is CC(=NCCN1CCN(C(=S)Nc2ccccc2)CC1)C1=C(O)CC(C)(C)CC1=O. The result is 1 (inhibitor). (4) The compound is N#Cc1cccc(-c2cc(NCc3ccccc3)ncn2)c1. The result is 1 (inhibitor). (5) The drug is Cc1nn(C)cc1CNC(=O)CCC(=O)O. The result is 0 (non-inhibitor). (6) The drug is O=C(N=NC(=O)c1ccc2c(O)n(C3CCCCC3)c(O)c2c1)c1cccnc1. The result is 0 (non-inhibitor).